From a dataset of Catalyst prediction with 721,799 reactions and 888 catalyst types from USPTO. Predict which catalyst facilitates the given reaction. (1) Product: [Cl:16][C:17]1[C:22]([S:13][C:2]2[CH:9]=[CH:8][C:5]([CH2:6][OH:7])=[CH:4][C:3]=2[N+:10]([O-:12])=[O:11])=[N:21][CH:20]=[CH:19][N:18]=1. The catalyst class is: 16. Reactant: Cl[C:2]1[CH:9]=[CH:8][C:5]([CH2:6][OH:7])=[CH:4][C:3]=1[N+:10]([O-:12])=[O:11].[S-2:13].[Na+].[Na+].[Cl:16][C:17]1[C:22](Cl)=[N:21][CH:20]=[CH:19][N:18]=1. (2) Reactant: Br.[N:2]1([C:8]([NH2:10])=[NH:9])[CH2:7][CH2:6][O:5][CH2:4][CH2:3]1.C[O-].[Na+].CO.C[O:17][C:18]([CH:20]1[CH2:24][CH2:23][O:22][C:21]1=[O:25])=O.C(O)(=O)C. Product: [OH:22][CH2:23][CH2:24][C:20]1[C:21]([OH:25])=[N:9][C:8]([N:2]2[CH2:7][CH2:6][O:5][CH2:4][CH2:3]2)=[N:10][C:18]=1[OH:17]. The catalyst class is: 5. (3) Reactant: Br[C:2]1[CH:7]=[CH:6][C:5]([N:8]2[CH2:13][CH2:12][N:11]([C:14]([O:16][Si:17]([CH:24]([CH3:26])[CH3:25])([CH:21]([CH3:23])[CH3:22])[CH:18]([CH3:20])[CH3:19])=[O:15])[CH2:10][CH2:9]2)=[CH:4][CH:3]=1.C([O:30][B:31](OC(C)C)[O:32]C(C)C)(C)C.P(=O)(O)(O)O. Product: [CH:18]([Si:17]([CH:24]([CH3:26])[CH3:25])([CH:21]([CH3:23])[CH3:22])[O:16][C:14]([N:11]1[CH2:12][CH2:13][N:8]([C:5]2[CH:6]=[CH:7][C:2]([B:31]([OH:32])[OH:30])=[CH:3][CH:4]=2)[CH2:9][CH2:10]1)=[O:15])([CH3:20])[CH3:19]. The catalyst class is: 359. (4) Reactant: [Br:1][C:2]1[CH:6]=[C:5]([C:7]([OH:9])=O)[N:4]([C:10]2[C:15]([Cl:16])=[CH:14][CH:13]=[CH:12][N:11]=2)[N:3]=1.N1C=CC=C(C)C=1.CS(Cl)(=O)=O.[NH2:29][C:30]1[C:42]([CH3:43])=[CH:41][C:40]([Cl:44])=[CH:39][C:31]=1[C:32]([NH:34][CH2:35][CH:36]1[CH2:38][CH2:37]1)=[O:33]. Product: [Br:1][C:2]1[CH:6]=[C:5]([C:7]([NH:29][C:30]2[C:42]([CH3:43])=[CH:41][C:40]([Cl:44])=[CH:39][C:31]=2[C:32]([NH:34][CH2:35][CH:36]2[CH2:38][CH2:37]2)=[O:33])=[O:9])[N:4]([C:10]2[C:15]([Cl:16])=[CH:14][CH:13]=[CH:12][N:11]=2)[N:3]=1. The catalyst class is: 115. (5) Reactant: [Si:1]([O:8][CH2:9][CH2:10][C:11](N(OC)C)=[O:12])([C:4]([CH3:7])([CH3:6])[CH3:5])([CH3:3])[CH3:2].[C:17]([Mg]Br)#[CH:18]. Product: [Si:1]([O:8][CH2:9][CH2:10][C:11](=[O:12])[C:17]#[CH:18])([C:4]([CH3:5])([CH3:6])[CH3:7])([CH3:2])[CH3:3]. The catalyst class is: 1. (6) Reactant: [F:1][C:2]1[CH:3]=[C:4]([CH:12]=[CH:13][C:14]=1[N+:15]([O-:17])=[O:16])[C:5]([NH:7][NH:8][C:9]([NH2:11])=[S:10])=O.N. Product: [F:1][C:2]1[CH:3]=[C:4]([C:5]2[S:10][C:9]([NH2:11])=[N:8][N:7]=2)[CH:12]=[CH:13][C:14]=1[N+:15]([O-:17])=[O:16]. The catalyst class is: 65.